Task: Regression/Classification. Given a drug SMILES string, predict its absorption, distribution, metabolism, or excretion properties. Task type varies by dataset: regression for continuous measurements (e.g., permeability, clearance, half-life) or binary classification for categorical outcomes (e.g., BBB penetration, CYP inhibition). Dataset: bbb_martins.. Dataset: Blood-brain barrier penetration binary classification data from Martins et al. (1) The drug is c1ccc(-c2nc(N3CCNCC3)cc3ccccc23)cc1. The result is 1 (penetrates BBB). (2) The molecule is C=CC1CNCCC1CCCc1ccnc2ccc(OC)cc12. The result is 1 (penetrates BBB). (3) The drug is FC(F)OC(F)C(F)(F)F. The result is 1 (penetrates BBB). (4) The result is 1 (penetrates BBB). The molecule is CN(C)CCCN1c2ccccc2Sc2ccc(Cl)cc21. (5) The molecule is CC1=C(C(=O)O)N2C(=O)[C@@H](NC(=O)[C@H](N)c3ccc(O)cc3)[C@H]2SC1. The result is 0 (does not penetrate BBB). (6) The drug is CNC[C@@H]1CN(c2ccc(OCc3cccc(Cl)c3)cc2)C(=O)O1. The result is 1 (penetrates BBB).